Dataset: Catalyst prediction with 721,799 reactions and 888 catalyst types from USPTO. Task: Predict which catalyst facilitates the given reaction. (1) Reactant: [Cl:1][C:2]1[CH:3]=[C:4]([O:26][CH:27]([CH3:29])[CH3:28])[C:5]2[CH2:16][CH:15]=[CH:14][CH2:13][CH2:12][C:11]3[CH:17]=[C:18]([CH3:23])[N:19]=[C:20]([O:21]C)[C:10]=3[CH2:9][NH:8][C:7](=[O:24])[C:6]=2[CH:25]=1.Cl. Product: [Cl:1][C:2]1[CH:3]=[C:4]([O:26][CH:27]([CH3:29])[CH3:28])[C:5]2[CH2:16][CH:15]=[CH:14][CH2:13][CH2:12][C:11]3[CH:17]=[C:18]([CH3:23])[NH:19][C:20](=[O:21])[C:10]=3[CH2:9][NH:8][C:7](=[O:24])[C:6]=2[CH:25]=1. The catalyst class is: 169. (2) Reactant: [CH2:1]([O:3][C:4]([CH:6]1[CH2:11][CH2:10][CH:9]([N:12]2[C:17]3=[N:18][C:19](S(C)=O)=[N:20][CH:21]=[C:16]3[CH2:15][N:14]([C:25]3[C:30]([F:31])=[C:29]([O:32][CH3:33])[CH:28]=[C:27]([O:34][CH3:35])[C:26]=3[F:36])[C:13]2=[O:37])[CH2:8][CH2:7]1)=[O:5])[CH3:2].[CH3:38][NH2:39].O1CCCC1. Product: [CH2:1]([O:3][C:4]([CH:6]1[CH2:11][CH2:10][CH:9]([N:12]2[C:17]3=[N:18][C:19]([NH:39][CH3:38])=[N:20][CH:21]=[C:16]3[CH2:15][N:14]([C:25]3[C:30]([F:31])=[C:29]([O:32][CH3:33])[CH:28]=[C:27]([O:34][CH3:35])[C:26]=3[F:36])[C:13]2=[O:37])[CH2:8][CH2:7]1)=[O:5])[CH3:2]. The catalyst class is: 12. (3) Reactant: [H-].[Na+].[OH:3][CH2:4][C@@H:5]1[CH2:10][C:9]([C:11]2[N:12]=[C:13]([SH:16])[S:14][CH:15]=2)=[CH:8][CH2:7][N:6]1[C:17]([O:19][CH2:20][CH:21]=[CH2:22])=[O:18].O(P(OC1C=CC=CC=1)O[C:32]1[C@H:38]([CH3:39])[C@H:37]2[N:34]([C:35](=[O:47])[C@@H:36]2[C@H:40]([O:42][Si](C)(C)C)[CH3:41])[C:33]=1[C:48]([O:50][CH2:51][CH:52]=[CH2:53])=[O:49])C1C=CC=CC=1.C(#N)C.Cl. Product: [CH2:20]([O:19][C:17]([N:6]1[CH2:7][CH:8]=[C:9]([C:11]2[N:12]=[C:13]([S:16][C:32]3[C@H:38]([CH3:39])[C@H:37]4[N:34]([C:35](=[O:47])[C@@H:36]4[C@H:40]([OH:42])[CH3:41])[C:33]=3[C:48]([O:50][CH2:51][CH:52]=[CH2:53])=[O:49])[S:14][CH:15]=2)[CH2:10][C@H:5]1[CH2:4][OH:3])=[O:18])[CH:21]=[CH2:22]. The catalyst class is: 118. (4) Reactant: Cl.[CH2:2]([NH:9][N:10]=[C:11]([CH3:17])[CH2:12][S:13]([CH3:16])(=[O:15])=[O:14])[C:3]1[CH:8]=[CH:7][CH:6]=[CH:5][CH:4]=1. Product: [CH2:2]([NH:9][N:10]=[C:11]([CH3:17])[CH2:12][S:13]([CH3:16])(=[O:14])=[O:15])[C:3]1[CH:4]=[CH:5][CH:6]=[CH:7][CH:8]=1. The catalyst class is: 662.